From a dataset of Reaction yield outcomes from USPTO patents with 853,638 reactions. Predict the reaction yield, written as a fraction of the theoretical maximum amount of product (1.0 means a 100% yield; for example, 0.34 means a 34% yield). (1) The reactants are [CH3:1][C:2]1[CH:3]=[N:4][C:5]([C:9]([OH:11])=O)=[CH:6][N+:7]=1[O-:8].[NH2:12][CH2:13][CH2:14][NH:15][C:16](=[O:22])[O:17][C:18]([CH3:21])([CH3:20])[CH3:19].CN(C(ON1N=NC2C=CC=NC1=2)=[N+](C)C)C.F[P-](F)(F)(F)(F)F.CCN(C(C)C)C(C)C. The catalyst is CN(C=O)C.CCOC(C)=O. The product is [C:18]([O:17][C:16]([NH:15][CH2:14][CH2:13][NH:12][C:9]([C:5]1[N:4]=[CH:3][C:2]([CH3:1])=[N+:7]([O-:8])[CH:6]=1)=[O:11])=[O:22])([CH3:21])([CH3:20])[CH3:19]. The yield is 0.990. (2) The reactants are [C:1]1([S:11]([NH2:14])(=[O:13])=[O:12])[C:2]([S:7]([NH2:10])(=[O:9])=[O:8])=[CH:3][CH:4]=[CH:5][CH:6]=1.[Br:15][C:16]1[C:25]2[C:20](=[CH:21][CH:22]=[CH:23][CH:24]=2)[C:19]([C:26](O)=[O:27])=[CH:18][CH:17]=1.Cl.C(N=C=NCCCN(C)C)C.O. The catalyst is CN(C)C1C=CN=CC=1.CN(C)C=O. The product is [Br:15][C:16]1[C:25]2[C:20](=[CH:21][CH:22]=[CH:23][CH:24]=2)[C:19]([C:26]([NH:10][S:7]([C:2]2[CH:3]=[CH:4][CH:5]=[CH:6][C:1]=2[S:11](=[O:13])(=[O:12])[NH2:14])(=[O:9])=[O:8])=[O:27])=[CH:18][CH:17]=1. The yield is 0.800. (3) The reactants are Cl[CH:2]([C:8]1[CH:13]=[CH:12][CH:11]=[CH:10][CH:9]=1)[C:3]([O:5][CH2:6][CH3:7])=[O:4].[F:14][C:15]1[CH:20]=[CH:19][CH:18]=[CH:17][C:16]=1[N+:21]([O-:23])=[O:22].Cl. The catalyst is CN(C=O)C.O. The product is [F:14][C:15]1[CH:20]=[C:19]([CH:2]([C:8]2[CH:13]=[CH:12][CH:11]=[CH:10][CH:9]=2)[C:3]([O:5][CH2:6][CH3:7])=[O:4])[CH:18]=[CH:17][C:16]=1[N+:21]([O-:23])=[O:22]. The yield is 0.449.